Dataset: Forward reaction prediction with 1.9M reactions from USPTO patents (1976-2016). Task: Predict the product of the given reaction. (1) Given the reactants [CH2:1](I)[CH3:2].C(=O)([O-])[O-].[K+].[K+].[CH3:10][C:11]([C:30]1[CH:35]=[CH:34][C:33]([C:36]2[N-:40][N:39]=[N:38][N:37]=2)=[CH:32][CH:31]=1)([C:15]1[CH:20]=[CH:19][C:18]([C:21](=[O:29])[CH2:22][C:23]2[CH:28]=[CH:27][CH:26]=[CH:25][N:24]=2)=[CH:17][CH:16]=1)[CH:12]([CH3:14])[CH3:13].[CH3:41][CH2:42]OC(C)=O, predict the reaction product. The product is: [CH2:41]([N:38]1[N:39]=[N:40][C:36]([C:33]2[CH:32]=[CH:31][C:30]([C:11]([C:15]3[CH:16]=[CH:17][C:18]([C:21](=[O:29])[CH:22]([C:23]4[CH:28]=[CH:27][CH:26]=[CH:25][N:24]=4)[CH2:1][CH3:2])=[CH:19][CH:20]=3)([CH3:10])[CH:12]([CH3:14])[CH3:13])=[CH:35][CH:34]=2)=[N:37]1)[CH3:42]. (2) Given the reactants [Cl:1][C:2]1[CH:3]=[C:4]([CH:8]=[C:9]([N+:12]([O-:14])=[O:13])[C:10]=1[F:11])[C:5]([OH:7])=O.Cl.[NH2:16][CH2:17][C:18]1[CH:25]=[CH:24][C:21]([C:22]#[N:23])=[CH:20][C:19]=1[OH:26], predict the reaction product. The product is: [Cl:1][C:2]1[CH:3]=[C:4]([CH:8]=[C:9]([N+:12]([O-:14])=[O:13])[C:10]=1[F:11])[C:5]([NH:16][CH2:17][C:18]1[CH:25]=[CH:24][C:21]([C:22]#[N:23])=[CH:20][C:19]=1[OH:26])=[O:7].